This data is from Reaction yield outcomes from USPTO patents with 853,638 reactions. The task is: Predict the reaction yield, written as a fraction of the theoretical maximum amount of product (1.0 means a 100% yield; for example, 0.34 means a 34% yield). (1) The reactants are [NH4+].[CH2:2]([N:9]1[CH2:16][CH:15]2[CH2:17][CH:11]([CH2:12][N:13]([C:18]3[N:19]=[N:20][NH:21][N:22]=3)[CH2:14]2)[CH2:10]1)[C:3]1[CH:8]=[CH:7][CH:6]=[CH:5][CH:4]=1.[CH2:23](I)[CH3:24].[OH-].[Na+]. No catalyst specified. The product is [CH2:2]([N:9]1[CH2:16][CH:15]2[CH2:17][CH:11]([CH2:12][N:13]([C:18]3[N:22]=[N:21][N:20]([CH2:23][CH3:24])[N:19]=3)[CH2:14]2)[CH2:10]1)[C:3]1[CH:4]=[CH:5][CH:6]=[CH:7][CH:8]=1. The yield is 0.370. (2) The reactants are [CH2:1]([O:8][C:9]1[CH:14]=[CH:13][C:12]2[CH:15]([C:17]#N)[CH2:16][C:11]=2[CH:10]=1)[C:2]1[CH:7]=[CH:6][CH:5]=[CH:4][CH:3]=1.[OH-:19].[K+].[OH2:21]. The catalyst is C(O)C. The product is [CH2:1]([O:8][C:9]1[CH:14]=[CH:13][C:12]2[CH:15]([C:17]([OH:21])=[O:19])[CH2:16][C:11]=2[CH:10]=1)[C:2]1[CH:7]=[CH:6][CH:5]=[CH:4][CH:3]=1. The yield is 0.990. (3) The reactants are [F:1][C:2]1[C:7]([C:8]2[C:9](=[O:35])[NH:10][C:11](=[O:34])[N:12]([CH2:14][CH2:15][CH2:16][CH2:17][N:18]3[CH2:23][CH:22]4[C@:20]([C:24]5[CH:29]=[CH:28][C:27]([C:30]([F:33])([F:32])[F:31])=[CH:26][CH:25]=5)([CH2:21]4)[CH2:19]3)[CH:13]=2)=[CH:6][CH:5]=[CH:4][N:3]=1.[ClH:36].O1CCOCC1. No catalyst specified. The product is [ClH:36].[ClH:36].[F:1][C:2]1[C:7]([C:8]2[C:9](=[O:35])[NH:10][C:11](=[O:34])[N:12]([CH2:14][CH2:15][CH2:16][CH2:17][N:18]3[CH2:23][C@H:22]4[C@:20]([C:24]5[CH:29]=[CH:28][C:27]([C:30]([F:33])([F:32])[F:31])=[CH:26][CH:25]=5)([CH2:21]4)[CH2:19]3)[CH:13]=2)=[CH:6][CH:5]=[CH:4][N:3]=1. The yield is 0.890. (4) The reactants are [NH2:1][CH2:2][CH2:3][CH2:4][N:5]1[CH2:10][CH2:9][N:8]([CH3:11])[CH2:7][CH2:6]1.[C:12]([O:16][CH2:17][CH3:18])(=[O:15])[CH:13]=O.CC(O)=O.[BH3-]C#N.[Na+]. The catalyst is CO.C([O-])(O)=O.[Na+]. The yield is 0.380. The product is [CH2:17]([O:16][C:12](=[O:15])[CH2:13][NH:1][CH2:2][CH2:3][CH2:4][N:5]1[CH2:6][CH2:7][N:8]([CH3:11])[CH2:9][CH2:10]1)[CH3:18].